Predict the reaction yield, written as a fraction of the theoretical maximum amount of product (1.0 means a 100% yield; for example, 0.34 means a 34% yield). From a dataset of Reaction yield outcomes from USPTO patents with 853,638 reactions. The reactants are [Br-].[C:2]([CH2:5][CH2:6][P+](C1C=CC=CC=1)(C1C=CC=CC=1)C1C=CC=CC=1)([OH:4])=[O:3].C[Si]([N-][Si](C)(C)C)(C)C.[Na+].[CH3:36][O:37][C:38]1[CH:39]=[C:40]([CH:43]=[C:44]([O:46][CH3:47])[CH:45]=1)[CH:41]=O. The catalyst is C1COCC1. The product is [CH3:36][O:37][C:38]1[CH:39]=[C:40]([CH:41]=[CH:6][CH2:5][C:2]([OH:4])=[O:3])[CH:43]=[C:44]([O:46][CH3:47])[CH:45]=1. The yield is 0.380.